This data is from Reaction yield outcomes from USPTO patents with 853,638 reactions. The task is: Predict the reaction yield, written as a fraction of the theoretical maximum amount of product (1.0 means a 100% yield; for example, 0.34 means a 34% yield). (1) The reactants are [CH3:1][O:2][C:3]1[CH:4]=[C:5]2[C:10](=[CH:11][C:12]=1[O:13][CH3:14])[N:9]=[CH:8][CH:7]=[C:6]2[O:15][C:16]1[CH:22]=[CH:21][C:19]([NH2:20])=[CH:18][CH:17]=1.C1(C)C=CC=CC=1.C(N(CC)CC)C.Cl[C:38](Cl)([O:40]C(=O)OC(Cl)(Cl)Cl)Cl.[CH2:49]([O:51][C:52]1[CH:60]=[CH:59][CH:58]=[CH:57][C:53]=1[CH:54]([OH:56])[CH3:55])[CH3:50]. The catalyst is C(Cl)Cl. The product is [CH3:1][O:2][C:3]1[CH:4]=[C:5]2[C:10](=[CH:11][C:12]=1[O:13][CH3:14])[N:9]=[CH:8][CH:7]=[C:6]2[O:15][C:16]1[CH:22]=[CH:21][C:19]([NH:20][C:38](=[O:40])[O:56][CH:54]([C:53]2[CH:57]=[CH:58][CH:59]=[CH:60][C:52]=2[O:51][CH2:49][CH3:50])[CH3:55])=[CH:18][CH:17]=1. The yield is 0.690. (2) The reactants are [H-].[Na+].[C:3]([CH:5](P(=O)(OCC)OCC)[CH3:6])#[N:4].O=[C:16]1[C:22]2[CH:23]=[CH:24][C:25]([C:27](OCC)=[O:28])=[CH:26][C:21]=2[CH2:20][CH2:19][C:18]2[CH:32]=[CH:33][CH:34]=[CH:35][C:17]1=2.[BH4-].[Li+].Cl. The catalyst is CN(C=O)C.C1COCC1.O. The product is [OH:28][CH2:27][C:25]1[CH:24]=[CH:23][C:22]2/[C:16](=[C:5](\[CH3:6])/[C:3]#[N:4])/[C:17]3[CH:35]=[CH:34][CH:33]=[CH:32][C:18]=3[CH2:19][CH2:20][C:21]=2[CH:26]=1.[OH:28][CH2:27][C:25]1[CH:24]=[CH:23][C:22]2/[C:16](=[C:5](/[CH3:6])\[C:3]#[N:4])/[C:17]3[CH:35]=[CH:34][CH:33]=[CH:32][C:18]=3[CH2:19][CH2:20][C:21]=2[CH:26]=1. The yield is 0.270. (3) The reactants are [Br:1][C:2]1[CH:3]=[C:4]([CH:8]([C:24]2([OH:30])[CH2:29][CH2:28][CH2:27][CH2:26][CH2:25]2)[C:9]([N:11]2[CH2:16][CH2:15][N:14]([C:17]([O:19][C:20]([CH3:23])([CH3:22])[CH3:21])=[O:18])[CH2:13][CH2:12]2)=O)[CH:5]=[CH:6][CH:7]=1.B.CO. The catalyst is O1CCCC1. The product is [Br:1][C:2]1[CH:3]=[C:4]([CH:8]([C:24]2([OH:30])[CH2:29][CH2:28][CH2:27][CH2:26][CH2:25]2)[CH2:9][N:11]2[CH2:12][CH2:13][N:14]([C:17]([O:19][C:20]([CH3:23])([CH3:22])[CH3:21])=[O:18])[CH2:15][CH2:16]2)[CH:5]=[CH:6][CH:7]=1. The yield is 0.980. (4) The reactants are [NH2:1][C@@H:2]([CH2:24][C:25]1[CH:30]=[CH:29][CH:28]=[CH:27][CH:26]=1)[CH2:3][C@H:4]([OH:23])[C@@H:5]([NH:13][C:14](=[O:22])[O:15][CH2:16][C:17]1[S:21][CH:20]=[N:19][CH:18]=1)[CH2:6][C:7]1[CH:12]=[CH:11][CH:10]=[CH:9][CH:8]=1.Cl[C:32]([O:34][CH:35]([CH3:37])[CH3:36])=[O:33].C1(C)C=CC=CC=1. The catalyst is CN(C1C=CN=CC=1)C.CN(C=O)C. The product is [CH2:24]([C@H:2]([NH:1][C:32](=[O:33])[O:34][CH:35]([CH3:37])[CH3:36])[CH2:3][C@H:4]([OH:23])[C@@H:5]([NH:13][C:14]([O:15][CH2:16][C:17]1[S:21][CH:20]=[N:19][CH:18]=1)=[O:22])[CH2:6][C:7]1[CH:12]=[CH:11][CH:10]=[CH:9][CH:8]=1)[C:25]1[CH:26]=[CH:27][CH:28]=[CH:29][CH:30]=1. The yield is 0.463. (5) The reactants are [CH:1]1([C:4]2[C:5]([N:24]([C:29]3[CH:30]=[CH:31][C:32]([N+:39]([O-:41])=[O:40])=[C:33]([CH2:35][C:36]([OH:38])=[O:37])[CH:34]=3)[S:25]([CH3:28])(=[O:27])=[O:26])=[CH:6][C:7]3[O:11][C:10]([C:12]4[CH:17]=[CH:16][C:15]([F:18])=[CH:14][CH:13]=4)=[C:9]([C:19](=[O:22])[NH:20][CH3:21])[C:8]=3[CH:23]=2)[CH2:3][CH2:2]1.[Si](C=[N+]=[N-])(C)(C)[CH3:43].CCCCCC. The catalyst is CN(C=O)C.CO.O. The product is [CH:1]1([C:4]2[C:5]([N:24]([C:29]3[CH:30]=[CH:31][C:32]([N+:39]([O-:41])=[O:40])=[C:33]([CH2:35][C:36]([O:38][CH3:43])=[O:37])[CH:34]=3)[S:25]([CH3:28])(=[O:27])=[O:26])=[CH:6][C:7]3[O:11][C:10]([C:12]4[CH:17]=[CH:16][C:15]([F:18])=[CH:14][CH:13]=4)=[C:9]([C:19](=[O:22])[NH:20][CH3:21])[C:8]=3[CH:23]=2)[CH2:3][CH2:2]1. The yield is 0.700. (6) The reactants are [F:1][C:2]1[C:3]([CH3:12])=[C:4]([C:10]#[N:11])[C:5](=[O:9])[NH:6][C:7]=1[CH3:8]. The catalyst is N.CO. The product is [NH2:11][CH2:10][C:4]1[C:5](=[O:9])[NH:6][C:7]([CH3:8])=[C:2]([F:1])[C:3]=1[CH3:12]. The yield is 0.200. (7) The reactants are [N:1]([CH2:4][C@H:5]1[O:9][C:8](=[O:10])[N:7]([C:11]2[CH:16]=[CH:15][C:14]([Cl:17])=[CH:13][N:12]=2)[CH2:6]1)=[N+]=[N-].C1(P(C2C=CC=CC=2)C2C=CC=CC=2)C=CC=CC=1. The catalyst is O1CCCC1.O. The product is [NH2:1][CH2:4][C@H:5]1[O:9][C:8](=[O:10])[N:7]([C:11]2[CH:16]=[CH:15][C:14]([Cl:17])=[CH:13][N:12]=2)[CH2:6]1. The yield is 0.820. (8) The reactants are Cl[C:2]1[N:10]=[C:9]2[C:5]([N:6]=[C:7]([CH2:12][N:13]3[CH2:18][CH2:17][CH:16]([CH:19]4[CH2:22][O:21][CH2:20]4)[CH2:15][CH2:14]3)[N:8]2[CH3:11])=[C:4]([N:23]2[CH2:28][CH2:27][O:26][CH2:25][CH2:24]2)[N:3]=1.[NH:29]1[C:33]2[CH:34]=[CH:35][CH:36]=[CH:37][C:32]=2[N:31]=[C:30]1CN.CC(C1C=C(C(C)C)C(C2C=CC=CC=2P(C2CCCCC2)C2CCCCC2)=C(C(C)C)C=1)C.C(=O)([O-])[O-].[Cs+].[Cs+].[CH3:80][N:81](C=O)C. The catalyst is C1C=CC(/C=C/C(/C=C/C2C=CC=CC=2)=O)=CC=1.C1C=CC(/C=C/C(/C=C/C2C=CC=CC=2)=O)=CC=1.C1C=CC(/C=C/C(/C=C/C2C=CC=CC=2)=O)=CC=1.[Pd].[Pd]. The product is [CH3:80][NH:81][C:30]1[N:29]([C:2]2[N:10]=[C:9]3[C:5]([N:6]=[C:7]([CH2:12][N:13]4[CH2:14][CH2:15][CH:16]([CH:19]5[CH2:20][O:21][CH2:22]5)[CH2:17][CH2:18]4)[N:8]3[CH3:11])=[C:4]([N:23]3[CH2:28][CH2:27][O:26][CH2:25][CH2:24]3)[N:3]=2)[C:33]2[CH:34]=[CH:35][CH:36]=[CH:37][C:32]=2[N:31]=1. The yield is 0.450.